From a dataset of Catalyst prediction with 721,799 reactions and 888 catalyst types from USPTO. Predict which catalyst facilitates the given reaction. (1) Reactant: [F:1][C:2]1([F:33])[O:6][C:5]2[CH:7]=[CH:8][C:9]([N:11]([CH2:31][CH3:32])[C:12](=[O:30])[CH2:13][N:14]3[C:23](=[O:24])[C:22]4[C:17](=[CH:18][CH:19]=[CH:20][CH:21]=4)[C:16]([C:25]([O:27]CC)=[O:26])=[N:15]3)=[CH:10][C:4]=2[O:3]1.[OH-].[Na+].Cl. The catalyst class is: 20. Product: [F:33][C:2]1([F:1])[O:6][C:5]2[CH:7]=[CH:8][C:9]([N:11]([CH2:31][CH3:32])[C:12](=[O:30])[CH2:13][N:14]3[C:23](=[O:24])[C:22]4[C:17](=[CH:18][CH:19]=[CH:20][CH:21]=4)[C:16]([C:25]([OH:27])=[O:26])=[N:15]3)=[CH:10][C:4]=2[O:3]1. (2) Reactant: [F:1][C:2]1[CH:3]=[N:4][CH:5]=[C:6]([CH:9]=1)[CH:7]=O.[CH3:10][O:11][C:12]1[CH:17]=[CH:16][CH:15]=[C:14]([NH2:18])[CH:13]=1. Product: [F:1][C:2]1[CH:9]=[C:6]([CH:7]=[N:18][C:14]2[CH:15]=[CH:16][CH:17]=[C:12]([O:11][CH3:10])[CH:13]=2)[CH:5]=[N:4][CH:3]=1. The catalyst class is: 8. (3) Reactant: Cl.[OH:2][NH2:3].[CH:4]([C@H:6]1[CH2:11][CH2:10][C@H:9]([C:12]([O:14][CH3:15])=[O:13])[CH2:8][CH2:7]1)=O.C(=O)([O-])O.[Na+]. Product: [OH:2]/[N:3]=[CH:4]/[C@H:6]1[CH2:11][CH2:10][C@H:9]([C:12]([O:14][CH3:15])=[O:13])[CH2:8][CH2:7]1. The catalyst class is: 5. (4) Reactant: C(Cl)(=O)OCC(C)C.[CH:9]1([CH2:15][NH:16][C:17]([C@H:19]([NH:23][C:24]2[C:32]([F:33])=[CH:31][C:27]([C:28](O)=[O:29])=[CH:26][N:25]=2)[CH:20]([CH3:22])[CH3:21])=[O:18])[CH2:14][CH2:13][CH2:12][CH2:11][CH2:10]1.CN1CCOCC1. Product: [CH:9]1([CH2:15][NH:16][C:17](=[O:18])[C@@H:19]([CH:20]([CH3:21])[CH3:22])[NH:23][C:24]2[C:32]([F:33])=[CH:31][C:27]([CH2:28][OH:29])=[CH:26][N:25]=2)[CH2:10][CH2:11][CH2:12][CH2:13][CH2:14]1. The catalyst class is: 57. (5) Reactant: [Li+].[OH-].[Br:3][C:4]1[CH:9]=[CH:8][C:7]([C:10]2[N:11]=[C:12]([N:15]3[CH2:20][CH2:19][CH:18]([C:21]([O:23]CC)=[O:22])[CH2:17][CH2:16]3)[S:13][CH:14]=2)=[CH:6][CH:5]=1. Product: [Br:3][C:4]1[CH:9]=[CH:8][C:7]([C:10]2[N:11]=[C:12]([N:15]3[CH2:20][CH2:19][CH:18]([C:21]([OH:23])=[O:22])[CH2:17][CH2:16]3)[S:13][CH:14]=2)=[CH:6][CH:5]=1. The catalyst class is: 569. (6) Reactant: [Cl:1][C:2]1[CH:7]=[CH:6][C:5]([N+:8]([O-])=O)=[CH:4][C:3]=1[C:11](=[O:13])[CH3:12]. Product: [Cl:1][C:2]1[CH:7]=[CH:6][C:5]([NH2:8])=[CH:4][C:3]=1[C:11](=[O:13])[CH3:12]. The catalyst class is: 292. (7) Reactant: [NH2:1][C@H:2]1[CH2:7][CH2:6][C@H:5]([OH:8])[CH2:4][CH2:3]1.[CH:9](=O)[C:10]1[CH:15]=[CH:14][CH:13]=[CH:12][CH:11]=1. Product: [CH2:9]([N:1]([CH2:9][C:10]1[CH:15]=[CH:14][CH:13]=[CH:12][CH:11]=1)[C@H:2]1[CH2:7][CH2:6][C@H:5]([OH:8])[CH2:4][CH2:3]1)[C:10]1[CH:15]=[CH:14][CH:13]=[CH:12][CH:11]=1. The catalyst class is: 352. (8) Reactant: [F:1][C:2]([F:6])([F:5])[CH2:3][NH2:4].[Br:7][C:8]1[CH:13]=[CH:12][C:11]([O:14][CH3:15])=[CH:10][C:9]=1[CH2:16]Br. Product: [F:1][C:2]([F:6])([F:5])[CH2:3][NH:4][CH2:16][C:9]1[CH:10]=[C:11]([O:14][CH3:15])[CH:12]=[CH:13][C:8]=1[Br:7]. The catalyst class is: 16.